This data is from Forward reaction prediction with 1.9M reactions from USPTO patents (1976-2016). The task is: Predict the product of the given reaction. (1) Given the reactants Cl[C:2]1[C:11]([C:12]([OH:14])=[O:13])=[CH:10][C:9]2[C:4](=[CH:5][CH:6]=[C:7]([Cl:15])[CH:8]=2)[N:3]=1.[C:16]([NH:26][CH2:27][CH2:28][CH2:29][CH2:30][C@@H:31]([C:33]([OH:35])=[O:34])[NH2:32])([O:18][CH2:19][C:20]1[CH:25]=[CH:24][CH:23]=[CH:22][CH:21]=1)=[O:17], predict the reaction product. The product is: [CH2:19]([O:18][C:16]([NH:26][CH2:27][CH2:28][CH2:29][CH2:30][C@H:31]([NH:32][C:2]1[C:11]([C:12]([OH:14])=[O:13])=[CH:10][C:9]2[C:4](=[CH:5][CH:6]=[C:7]([Cl:15])[CH:8]=2)[N:3]=1)[C:33]([OH:35])=[O:34])=[O:17])[C:20]1[CH:21]=[CH:22][CH:23]=[CH:24][CH:25]=1. (2) Given the reactants C([O:5][C:6]([N:8]1[CH2:12][CH2:11][C@H:10]([O:13][C:14]2[CH:15]=[CH:16][C:17]3[O:22][CH2:21][CH2:20][N:19]([C:23]4[CH:24]=[N:25][C:26]([O:32][CH3:33])=[C:27]([CH:29]([F:31])[F:30])[CH:28]=4)[C:18]=3[C:34]=2[CH3:35])[CH2:9]1)=O)(C)(C)C.C(O)(C(F)(F)F)=O.[O:43]=[S:44]1(=[O:53])[CH2:49][CH2:48][CH:47](C(O)=O)[CH2:46][CH2:45]1.CCN(CC)CC.C(Cl)CCl.C1C=CC2N(O)N=NC=2C=1, predict the reaction product. The product is: [F:31][CH:29]([F:30])[C:27]1[CH:28]=[C:23]([N:19]2[C:18]3[C:34]([CH3:35])=[C:14]([O:13][C@H:10]4[CH2:11][CH2:12][N:8]([C:6]([CH:47]5[CH2:48][CH2:49][S:44](=[O:53])(=[O:43])[CH2:45][CH2:46]5)=[O:5])[CH2:9]4)[CH:15]=[CH:16][C:17]=3[O:22][CH2:21][CH2:20]2)[CH:24]=[N:25][C:26]=1[O:32][CH3:33]. (3) Given the reactants Br[C:2]1[N:7]=[CH:6][C:5]([C:8]([C:10]2[CH:15]=[C:14]([Br:16])[CH:13]=[CH:12][C:11]=2[Cl:17])=[O:9])=[CH:4][CH:3]=1.[C:18]1(B(O)O)[CH:23]=[CH:22][CH:21]=[CH:20][CH:19]=1, predict the reaction product. The product is: [C:18]1([C:2]2[N:7]=[CH:6][C:5]([C:8]([C:10]3[CH:15]=[C:14]([Br:16])[CH:13]=[CH:12][C:11]=3[Cl:17])=[O:9])=[CH:4][CH:3]=2)[CH:23]=[CH:22][CH:21]=[CH:20][CH:19]=1. (4) Given the reactants C(O)(=O)CC(CC(O)=O)(C(O)=O)O.O.C(#N)C.[C:18]([O:34][CH2:35][CH3:36])(=[O:33])[CH2:19][C:20]([CH2:27][C:28]([O:30][CH2:31][CH3:32])=[O:29])([C:22]([O:24]CC)=[O:23])[OH:21], predict the reaction product. The product is: [C:28]([O:30][CH2:31][CH3:32])(=[O:29])[CH2:27][C:20]([CH2:19][C:18]([O-:34])=[O:33])([C:22]([O-:24])=[O:23])[OH:21].[C:28]([O:30][CH2:31][CH3:32])(=[O:29])[CH2:27][C:20]([CH2:19][C:18]([O:34][CH2:35][CH3:36])=[O:33])([C:22]([O-:24])=[O:23])[OH:21].